This data is from Experimentally validated miRNA-target interactions with 360,000+ pairs, plus equal number of negative samples. The task is: Binary Classification. Given a miRNA mature sequence and a target amino acid sequence, predict their likelihood of interaction. (1) The miRNA is rno-miR-200a-5p with sequence CAUCUUACCGGACAGUGCUGG. The protein sequence of the target gene is MAERGQQPPPAKRLCCRPGGGGGGGGGGGGSSGGGAGGGYSSACRPGPRAGGAAAAAACGGGAALGLLPPGKTQSPESLLDIAARRVAEKWPFQRVEERFERIPEPVQRRIVYWSFPRSEREICMYSSFNTGGGSAGGPGDDSGGGGGRQHGRGAAAGGSSSSPAATSAAAAAVAAGTGTPSVGAASAADGGDETRLPFRRGIALLESGCVDNVLQVGFHLSGTVTEPAIQPEPETVCNVAISFDRCKITSVTCSCGNKDIFYCAHVVALSLYRIRKPEQVKLHLPISETLFQMNRDQLQ.... Result: 0 (no interaction). (2) The miRNA is hsa-miR-1178-3p with sequence UUGCUCACUGUUCUUCCCUAG. The protein sequence of the target gene is MATIAAAAFEALMDGVTCWDVPRGPIPSELLLIGEAAFPVMVNDKGQVLIAASSYGRGRLVVVSHEGYLSHTGLAPFLLNAVSWLCPCPGAPVGVHPSLAPLVNILQDAGLEAQVKPEPGEPLGVYCINAYNDTLTATLIQFVKHGGGLLIGGQAWYWASQHGPDKVLSRFPGNKVTSVAGVYFTDTYGDRDRFKVSKKVPKIPLHVRYGEDVRQDQQQLLEGISELDIRTGGVPSQLLVHGALAFPLGLDASLNCFLAAAHYGRGRVVLAAHECLLCAPKMGPFLLNAVRWLARGQTGK.... Result: 0 (no interaction). (3) The miRNA is hsa-miR-642b-3p with sequence AGACACAUUUGGAGAGGGACCC. The protein sequence of the target gene is MASGAGGVGGGGGGKIRTRRCHQGPIKPYQQGRQQHQGILSRVTESVKNIVPGWLQRYFNKNEDVCSCSTDTSEVPRWPENKEDHLVYADEESSNITDGRITPEPAVSNTEEPSTTSTASNYPDVLTRPSLHRSHLNFSMLESPALHCQPSTSSAFPIGSSGFSLVKEIKDSTSQHDDDNISTTSGFSSRASDKDITVSKNTSLPPLWSPEAERSHSLSQHTATSSKKPAFNLSAFGTLSPSLGNSSILKTSQLGDSPFYPGKTTYGGAAAAVRQSKLRNTPYQAPVRRQMKAKQLSAQS.... Result: 0 (no interaction). (4) The miRNA is hsa-miR-19b-3p with sequence UGUGCAAAUCCAUGCAAAACUGA. The protein sequence of the target gene is MAASPGSGSANPRKFSEKIALHTQRQAEETRAFEQLMTDLTLSRVQFQKLQQLRLTQYHGGSLPNVSQLRNSAPEFQPSLHQADNVRGTRHHGLVERPARNRFHPLHRRSGDKPGRQFDGNAFAASYSSQHLDESWPRQQPPWKEEKHPGFRLTSALNRTNSDSALHTSALSTKPQDPYGGGGQSAWPAPYMGFCDGENDGHAEVAAFPGPLKEENLLNVPKPLPKHLWESKEIQSLSGRPRSCDVGGGNAFPHNGQNTGLSPFLGTLNTGGSLPDLTNLHYSAPLPASLDTSDHLFGSM.... Result: 0 (no interaction). (5) The miRNA is mmu-miR-466d-5p with sequence UGUGUGUGCGUACAUGUACAUG. The protein sequence of the target gene is MRQDKLTGSLRRGGRCLKRQGGGGVGTILSNVLKKRSCISRTAPRLLCTLEPGVDTKLKFTLEPSLGQNGFQQWYDALKAVARLSTGIPKEWRRKVWLTLADHYLHSIAIDWDKTMRFTFNERSNPDDDSMGIQIVKDLHRTGCSSYCGQEAEQDRVVLKRVLLAYARWNKNVGYCQGFNILAALILEVMEGNEGDALKIMIYLIDKVLPESYFVNNLRALSVDMAVFRDLLRLKLPELSQHLDTLQRTANKESGGGYEPPLTNVFTMQWFLTLFATCLPNHTVLKIWDSVFFEGSEIIL.... Result: 1 (interaction).